From a dataset of Full USPTO retrosynthesis dataset with 1.9M reactions from patents (1976-2016). Predict the reactants needed to synthesize the given product. (1) Given the product [CH:12]1([C:15]#[C:16][CH2:17][O:1][C:2]2[CH:3]=[CH:4][C:5]([C:8]([OH:10])=[O:9])=[N:6][CH:7]=2)[CH2:14][CH2:13]1, predict the reactants needed to synthesize it. The reactants are: [OH:1][C:2]1[CH:3]=[CH:4][C:5]([C:8]([O:10]C)=[O:9])=[N:6][CH:7]=1.[CH:12]1([C:15]#[C:16][CH2:17]O)[CH2:14][CH2:13]1. (2) Given the product [CH3:1][N:2]1[CH2:7][CH2:6][C:5](=[O:8])[C:4]([CH3:9])([CH2:26][CH2:25][C:24](=[O:27])[C:18]2[CH:23]=[CH:22][CH:21]=[CH:20][CH:19]=2)[CH2:3]1, predict the reactants needed to synthesize it. The reactants are: [CH3:1][N:2]1[CH2:7][CH2:6][C:5](=[O:8])[CH:4]([CH3:9])[CH2:3]1.O1CCOCC1.[OH-].[K+].[C:18]1([C:24](=[O:27])[CH:25]=[CH2:26])[CH:23]=[CH:22][CH:21]=[CH:20][CH:19]=1. (3) Given the product [Cl:16][C:17]([F:27])([F:28])[CH2:18][CH:19]1[CH2:23][N:22]([CH2:24][C:11]2[N:6]3[C:7]([S:8][C:4]([CH2:3][O:2][CH3:1])=[N:5]3)=[N:9][C:10]=2[C:12]([F:15])([F:13])[F:14])[C:21](=[O:26])[CH2:20]1, predict the reactants needed to synthesize it. The reactants are: [CH3:1][O:2][CH2:3][C:4]1[S:8][C:7]2=[N:9][C:10]([C:12]([F:15])([F:14])[F:13])=[CH:11][N:6]2[N:5]=1.[Cl:16][C:17]([F:28])([F:27])[CH2:18][CH:19]1[CH2:23][N:22]([CH2:24]Cl)[C:21](=[O:26])[CH2:20]1.N1CCCC1=O.S1C=NN2C=CN=C12. (4) Given the product [OH:12][CH:6]1[CH2:7][CH:8]2[CH2:9][CH2:10][CH:5]1[C:3](=[O:2])[NH:11]2, predict the reactants needed to synthesize it. The reactants are: C[O:2][C:3]([CH:5]1[CH2:10][CH2:9][CH:8]([NH2:11])[CH2:7][CH:6]1[OH:12])=O.C1(C)C=C(C)C=C(C)C=1.